Dataset: Reaction yield outcomes from USPTO patents with 853,638 reactions. Task: Predict the reaction yield, written as a fraction of the theoretical maximum amount of product (1.0 means a 100% yield; for example, 0.34 means a 34% yield). (1) The reactants are [CH:1]([C:4]1[C:5]([O:13][CH2:14][CH2:15][CH3:16])=[C:6]([CH:10]=[CH:11][CH:12]=1)[CH2:7]CN)([CH3:3])[CH3:2].[C:17](Cl)(=[O:20])[CH:18]=[CH2:19].[CH2:22]([N:24](CC)CC)C. The catalyst is C(Cl)Cl. The product is [CH:1]([C:4]1[C:5]([O:13][CH2:14][CH2:15][CH3:16])=[C:6]([CH:10]=[CH:11][CH:12]=1)[CH2:7][N:24]([CH3:22])[C:17](=[O:20])[CH:18]=[CH2:19])([CH3:2])[CH3:3]. The yield is 0.880. (2) The product is [Cl:16][CH2:17][C:18]1[CH:23]=[CH:22][CH:21]=[CH:20][C:19]=1[CH:24]([CH:34]([O:37][CH3:38])[O:35][CH3:36])[C:25]([O:27][CH3:28])=[O:26]. The reactants are ClCC1C=CC=CC=1C(=CO)C(OC)=O.[Cl:16][CH2:17][C:18]1[CH:23]=[CH:22][CH:21]=[CH:20][C:19]=1[CH2:24][C:25]([O:27][CH3:28])=[O:26].CS(O)(=O)=O.[CH:34](OC)([O:37][CH3:38])[O:35][CH3:36]. The yield is 0.720. The catalyst is ClC1C=CC=CC=1. (3) The reactants are [OH:1][C:2]1[CH:3]=[C:4]([CH:7]=[CH:8][CH:9]=1)[CH:5]=[O:6].[H-].[Na+].Cl[CH2:13][CH:14]1[CH2:16][O:15]1. The product is [O:15]1[CH2:16][CH:14]1[CH2:13][O:1][C:2]1[CH:3]=[C:4]([CH:7]=[CH:8][CH:9]=1)[CH:5]=[O:6]. The catalyst is CN(C=O)C. The yield is 0.750. (4) The reactants are [NH2:1][C:2]([C:4]1[CH:5]=[N:6][C:7]2[C:12]([C:13]=1[NH:14][C:15]1[CH:16]=[C:17]([CH:23]=[CH:24][CH:25]=1)[C:18]([O:20]CC)=[O:19])=[CH:11][CH:10]=[C:9]([C:26]1[CH:31]=[CH:30][N:29]=[C:28]([CH3:32])[CH:27]=1)[CH:8]=2)=[O:3].[OH-].[Na+]. The catalyst is C(O)C. The product is [NH2:1][C:2]([C:4]1[CH:5]=[N:6][C:7]2[C:12]([C:13]=1[NH:14][C:15]1[CH:16]=[C:17]([CH:23]=[CH:24][CH:25]=1)[C:18]([OH:20])=[O:19])=[CH:11][CH:10]=[C:9]([C:26]1[CH:31]=[CH:30][N:29]=[C:28]([CH3:32])[CH:27]=1)[CH:8]=2)=[O:3]. The yield is 0.360. (5) The reactants are Br[CH2:2][CH2:3][CH2:4][CH2:5][CH2:6][CH2:7][O:8][C:9]1[CH:14]=[C:13]([S:15][CH2:16][C:17]([F:20])([F:19])[F:18])[C:12]([Cl:21])=[CH:11][C:10]=1[Cl:22].[S-:23][C:24]#[N:25].[K+].CCCCCC.C(OCC)(=O)C. The catalyst is C(O)C. The product is [S:23]([CH2:2][CH2:3][CH2:4][CH2:5][CH2:6][CH2:7][O:8][C:9]1[CH:14]=[C:13]([S:15][CH2:16][C:17]([F:20])([F:19])[F:18])[C:12]([Cl:21])=[CH:11][C:10]=1[Cl:22])[C:24]#[N:25]. The yield is 0.730.